From a dataset of Reaction yield outcomes from USPTO patents with 853,638 reactions. Predict the reaction yield, written as a fraction of the theoretical maximum amount of product (1.0 means a 100% yield; for example, 0.34 means a 34% yield). The reactants are [OH:1][CH2:2][C:3]([CH3:8])([CH3:7])[C:4]([OH:6])=O.CN(C(ON1N=NC2C=CC=NC1=2)=[N+](C)C)C.F[P-](F)(F)(F)(F)F.[CH3:33][O:34][C:35]1[CH:49]=[C:48]2[C:38]([C:39](=[O:50])[CH2:40][C:41]3([O:47]2)[CH2:46][CH2:45][NH:44][CH2:43][CH2:42]3)=[CH:37][CH:36]=1.Cl.C(N(C(C)C)C(C)C)C. The catalyst is CN(C=O)C. The product is [OH:1][CH2:2][C:3]([CH3:8])([CH3:7])[C:4]([N:44]1[CH2:45][CH2:46][C:41]2([CH2:40][C:39](=[O:50])[C:38]3[C:48](=[CH:49][C:35]([O:34][CH3:33])=[CH:36][CH:37]=3)[O:47]2)[CH2:42][CH2:43]1)=[O:6]. The yield is 0.920.